Dataset: NCI-60 drug combinations with 297,098 pairs across 59 cell lines. Task: Regression. Given two drug SMILES strings and cell line genomic features, predict the synergy score measuring deviation from expected non-interaction effect. (1) Cell line: T-47D. Drug 1: C1CC(CCC1OC2=C(C(=CC=C2)Cl)F)(CC3=NC(=CC=C3)NC4=NC=CS4)C(=O)O. Drug 2: CC1=C(C(=CC=C1)Cl)NC(=O)C2=CN=C(S2)NC3=CC(=NC(=N3)C)N4CCN(CC4)CCO. Synergy scores: CSS=19.7, Synergy_ZIP=-8.02, Synergy_Bliss=-4.67, Synergy_Loewe=3.25, Synergy_HSA=4.00. (2) Drug 1: C1=C(C(=O)NC(=O)N1)N(CCCl)CCCl. Drug 2: CC1=C(C(=O)C2=C(C1=O)N3CC4C(C3(C2COC(=O)N)OC)N4)N. Cell line: LOX IMVI. Synergy scores: CSS=48.8, Synergy_ZIP=-7.58, Synergy_Bliss=-6.15, Synergy_Loewe=-2.34, Synergy_HSA=-0.193. (3) Drug 1: CNC(=O)C1=NC=CC(=C1)OC2=CC=C(C=C2)NC(=O)NC3=CC(=C(C=C3)Cl)C(F)(F)F. Drug 2: CC1C(C(CC(O1)OC2CC(CC3=C2C(=C4C(=C3O)C(=O)C5=C(C4=O)C(=CC=C5)OC)O)(C(=O)CO)O)N)O.Cl. Cell line: COLO 205. Synergy scores: CSS=62.5, Synergy_ZIP=-0.494, Synergy_Bliss=-0.840, Synergy_Loewe=-33.7, Synergy_HSA=-0.178. (4) Drug 1: C1=C(C(=O)NC(=O)N1)F. Drug 2: C1=NNC2=C1C(=O)NC=N2. Cell line: ACHN. Synergy scores: CSS=39.4, Synergy_ZIP=1.40, Synergy_Bliss=-0.836, Synergy_Loewe=-1.81, Synergy_HSA=2.24. (5) Drug 1: CC1=C(C(CCC1)(C)C)C=CC(=CC=CC(=CC(=O)O)C)C. Drug 2: C(CCl)NC(=O)N(CCCl)N=O. Cell line: SF-295. Synergy scores: CSS=4.43, Synergy_ZIP=-1.69, Synergy_Bliss=2.43, Synergy_Loewe=-1.89, Synergy_HSA=-1.56.